Predict the product of the given reaction. From a dataset of Forward reaction prediction with 1.9M reactions from USPTO patents (1976-2016). Given the reactants C([O:8][C:9]1[C:34]([O:35][CH3:36])=[CH:33][C:12]2[C:13]3[N:18]([CH:19]([C:21]([CH3:26])([CH3:25])[CH2:22][O:23][CH3:24])[CH2:20][C:11]=2[CH:10]=1)[CH:17]=[C:16]([C:27]([O:29][CH2:30][CH3:31])=[O:28])[C:15](=[O:32])[CH:14]=3)C1C=CC=CC=1.[H][H], predict the reaction product. The product is: [OH:8][C:9]1[C:34]([O:35][CH3:36])=[CH:33][C:12]2[C:13]3[N:18]([CH:19]([C:21]([CH3:25])([CH3:26])[CH2:22][O:23][CH3:24])[CH2:20][C:11]=2[CH:10]=1)[CH:17]=[C:16]([C:27]([O:29][CH2:30][CH3:31])=[O:28])[C:15](=[O:32])[CH:14]=3.